This data is from Reaction yield outcomes from USPTO patents with 853,638 reactions. The task is: Predict the reaction yield, written as a fraction of the theoretical maximum amount of product (1.0 means a 100% yield; for example, 0.34 means a 34% yield). (1) The reactants are CC(C)([O-])C.[K+].[CH2:7]([O:14][C:15]([NH:17][CH:18]1[CH2:23][CH2:22][CH:21]([C:24]([O:26]CC)=[O:25])[CH2:20][CH2:19]1)=[O:16])[C:8]1[CH:13]=[CH:12][CH:11]=[CH:10][CH:9]=1.O.Cl. The catalyst is O1CCCC1. The product is [CH2:7]([O:14][C:15]([NH:17][C@H:18]1[CH2:23][CH2:22][C@H:21]([C:24]([OH:26])=[O:25])[CH2:20][CH2:19]1)=[O:16])[C:8]1[CH:9]=[CH:10][CH:11]=[CH:12][CH:13]=1. The yield is 0.527. (2) The reactants are [NH:1]1[C:9]2[C:4](=[CH:5][CH:6]=[CH:7][CH:8]=2)[C:3]([CH2:10][CH2:11][NH2:12])=[CH:2]1.N1C=CC=CC=1.[F:19][C:20]([F:31])([F:30])[C:21](O[C:21](=[O:22])[C:20]([F:31])([F:30])[F:19])=[O:22]. The catalyst is C(Cl)Cl. The product is [NH:1]1[C:9]2[C:4](=[CH:5][CH:6]=[CH:7][CH:8]=2)[C:3]([CH2:10][CH2:11][NH:12][C:21](=[O:22])[C:20]([F:31])([F:30])[F:19])=[CH:2]1. The yield is 0.790.